From a dataset of Reaction yield outcomes from USPTO patents with 853,638 reactions. Predict the reaction yield, written as a fraction of the theoretical maximum amount of product (1.0 means a 100% yield; for example, 0.34 means a 34% yield). (1) The reactants are Br[C:2]1[CH:7]=[CH:6][C:5]([C@H:8]([C:19]2[CH:24]=[CH:23][CH:22]=[CH:21][C:20]=2[CH3:25])[CH2:9][C:10]([C:12]2[CH:17]=[CH:16][N:15]=[C:14]([CH3:18])[CH:13]=2)=[O:11])=[CH:4][CH:3]=1.[C:26]([Si:28]([CH3:31])([CH3:30])[CH3:29])#[CH:27].O.COC(C)(C)C. The catalyst is N1CCCCC1. The product is [CH3:18][C:14]1[CH:13]=[C:12]([C:10](=[O:11])[CH2:9][C@@H:8]([C:19]2[CH:24]=[CH:23][CH:22]=[CH:21][C:20]=2[CH3:25])[C:5]2[CH:6]=[CH:7][C:2]([C:27]#[C:26][Si:28]([CH3:31])([CH3:30])[CH3:29])=[CH:3][CH:4]=2)[CH:17]=[CH:16][N:15]=1. The yield is 0.610. (2) The reactants are [CH2:1]([C:3]1[C:8]([CH:9]([CH2:14][CH2:15][CH3:16])[C:10]([O:12]C)=[O:11])=[C:7]([C:17]2[CH:22]=[CH:21][C:20]([CH3:23])=[CH:19][CH:18]=2)[N:6]=[C:5]([N:24]2[CH2:29][CH2:28][CH2:27][CH2:26][CH2:25]2)[N:4]=1)[CH3:2].[OH-].[Na+]. The catalyst is CO. The product is [CH2:1]([C:3]1[C:8]([CH:9]([CH2:14][CH2:15][CH3:16])[C:10]([OH:12])=[O:11])=[C:7]([C:17]2[CH:18]=[CH:19][C:20]([CH3:23])=[CH:21][CH:22]=2)[N:6]=[C:5]([N:24]2[CH2:25][CH2:26][CH2:27][CH2:28][CH2:29]2)[N:4]=1)[CH3:2]. The yield is 0.740. (3) The reactants are [Br:1][C:2]1[CH:3]=[CH:4][CH:5]=[C:6]2[C:11]=1[N:10]=[C:9](Cl)[CH:8]=[N:7]2.C([O-])([O-])=O.[Na+].[Na+].[CH3:19][C:20]1[CH:25]=[CH:24][CH:23]=[C:22]([CH3:26])[C:21]=1B(O)O. The catalyst is C(#N)C.O.C1C=CC([P]([Pd]([P](C2C=CC=CC=2)(C2C=CC=CC=2)C2C=CC=CC=2)([P](C2C=CC=CC=2)(C2C=CC=CC=2)C2C=CC=CC=2)[P](C2C=CC=CC=2)(C2C=CC=CC=2)C2C=CC=CC=2)(C2C=CC=CC=2)C2C=CC=CC=2)=CC=1. The product is [Br:1][C:2]1[CH:3]=[CH:4][CH:5]=[C:6]2[C:11]=1[N:10]=[C:9]([C:21]1[C:22]([CH3:26])=[CH:23][CH:24]=[CH:25][C:20]=1[CH3:19])[CH:8]=[N:7]2. The yield is 0.120. (4) The reactants are [C:1]([Si:5]([CH3:24])([CH3:23])[O:6][C:7]1[CH:12]=[C:11]([C:13]([CH3:21])([CH3:20])[O:14][SiH2:15][C:16]([CH3:19])([CH3:18])[CH3:17])[CH:10]=[CH:9][C:8]=1[F:22])([CH3:4])([CH3:3])[CH3:2].[Li]C(CC)C.B(OC)(OC)[O:31]C.C(O)(=O)C.OO. The catalyst is C1COCC1. The product is [C:1]([Si:5]([CH3:24])([CH3:23])[O:6][C:7]1[C:8]([F:22])=[C:9]([OH:31])[CH:10]=[C:11]([C:13]([CH3:21])([CH3:20])[O:14][SiH2:15][C:16]([CH3:19])([CH3:18])[CH3:17])[CH:12]=1)([CH3:4])([CH3:3])[CH3:2]. The yield is 0.640. (5) The reactants are C[O:2][C:3](=[O:29])/[CH:4]=[CH:5]/[C:6]1[CH:7]=[CH:8][C:9]2[O:19][C:13]3([CH2:18][CH2:17][NH:16][CH2:15][CH2:14]3)[N:12]([CH2:20][C:21]3[CH:26]=[CH:25][CH:24]=[CH:23][CH:22]=3)[C:11](=[O:27])[C:10]=2[CH:28]=1.[CH2:30](Br)[C:31]1[CH:36]=[CH:35][CH:34]=[CH:33][CH:32]=1.Cl. The catalyst is CC(O)=O. The product is [CH2:30]([N:16]1[CH2:17][CH2:18][C:13]2([N:12]([CH2:20][C:21]3[CH:22]=[CH:23][CH:24]=[CH:25][CH:26]=3)[C:11](=[O:27])[C:10]3[CH:28]=[C:6](/[CH:5]=[CH:4]/[C:3]([OH:29])=[O:2])[CH:7]=[CH:8][C:9]=3[O:19]2)[CH2:14][CH2:15]1)[C:31]1[CH:36]=[CH:35][CH:34]=[CH:33][CH:32]=1. The yield is 0.950. (6) The yield is 0.600. No catalyst specified. The product is [CH2:1]([N:8]1[C:16]2[C:11](=[CH:12][C:13]([OH:18])=[CH:14][C:15]=2[CH3:17])[C:10]([CH:20]2[CH2:25][CH2:24][N:23]([CH3:26])[CH2:22][CH2:21]2)=[CH:9]1)[C:2]1[CH:3]=[CH:4][CH:5]=[CH:6][CH:7]=1. The reactants are [CH2:1]([N:8]1[C:16]2[C:11](=[CH:12][C:13]([O:18]C)=[CH:14][C:15]=2[CH3:17])[C:10]([CH:20]2[CH2:25][CH2:24][N:23]([CH3:26])[CH2:22][CH2:21]2)=[CH:9]1)[C:2]1[CH:7]=[CH:6][CH:5]=[CH:4][CH:3]=1.Cl.N1C=CC=CC=1. (7) The reactants are [Si:1]([O:8][CH2:9][C:10]1[CH:15]=[CH:14][C:13]([NH:16][C:17](=[O:37])[NH:18][CH:19]2[C:27]3[C:22](=[CH:23][CH:24]=[CH:25][CH:26]=3)[N:21]([CH2:28][CH:29]([O:33][CH2:34][CH3:35])[O:30][CH2:31][CH3:32])[C:20]2=[O:36])=[CH:12][CH:11]=1)([C:4]([CH3:7])([CH3:6])[CH3:5])([CH3:3])[CH3:2].CC(C)([O-])C.[K+].[C:44]1([CH3:55])[CH:49]=[CH:48][C:47]([NH:50][C:51](=[O:54])[CH2:52]Br)=[CH:46][CH:45]=1.O. The catalyst is CN(C)C=O. The product is [Si:1]([O:8][CH2:9][C:10]1[CH:11]=[CH:12][C:13]([NH:16][C:17](=[O:37])[NH:18][C:19]2([CH2:52][C:51]([NH:50][C:47]3[CH:48]=[CH:49][C:44]([CH3:55])=[CH:45][CH:46]=3)=[O:54])[C:27]3[C:22](=[CH:23][CH:24]=[CH:25][CH:26]=3)[N:21]([CH2:28][CH:29]([O:33][CH2:34][CH3:35])[O:30][CH2:31][CH3:32])[C:20]2=[O:36])=[CH:14][CH:15]=1)([C:4]([CH3:6])([CH3:7])[CH3:5])([CH3:3])[CH3:2]. The yield is 0.730. (8) No catalyst specified. The product is [Cl:1][C:2]1[CH:3]=[CH:4][C:5]([OH:11])=[C:6]([CH:10]=1)[C:7]([NH:12][C:13]1[S:14][CH:15]=[C:16]([C:18]2[CH:23]=[CH:22][C:21]([Cl:24])=[C:20]([Cl:25])[CH:19]=2)[N:17]=1)=[O:9]. The reactants are [Cl:1][C:2]1[CH:10]=[C:6]([C:7]([OH:9])=O)[C:5]([OH:11])=[CH:4][CH:3]=1.[NH2:12][C:13]1[S:14][CH:15]=[C:16]([C:18]2[CH:23]=[CH:22][C:21]([Cl:24])=[C:20]([Cl:25])[CH:19]=2)[N:17]=1. The yield is 0.151. (9) The reactants are [F:1][C:2]1[CH:9]=[CH:8][CH:7]=[CH:6][C:3]=1[CH2:4]Br.[F:10][C:11]1[CH:16]=[CH:15][C:14]([N:17]2[CH2:22][CH2:21][N:20]3[N:23]=[C:24]([OH:26])[CH:25]=[C:19]3[C:18]2=[O:27])=[CH:13][CH:12]=1.C([O-])([O-])=O.[Cs+].[Cs+]. The catalyst is C(#N)C. The product is [F:1][C:2]1[CH:9]=[CH:8][CH:7]=[CH:6][C:3]=1[CH2:4][O:26][C:24]1[CH:25]=[C:19]2[C:18](=[O:27])[N:17]([C:14]3[CH:13]=[CH:12][C:11]([F:10])=[CH:16][CH:15]=3)[CH2:22][CH2:21][N:20]2[N:23]=1. The yield is 0.850.